Dataset: Forward reaction prediction with 1.9M reactions from USPTO patents (1976-2016). Task: Predict the product of the given reaction. The product is: [F:1][C:2]1[CH:7]=[CH:6][C:5]([O:8][CH3:9])=[CH:4][C:3]=1[C:10]1[CH:15]=[CH:14][C:13]([C:16]([O:18][CH3:19])=[O:17])=[CH:12][C:11]=1[CH:20]1[CH:21]([CH3:30])[CH2:22][CH:23]=[CH:24]1. Given the reactants [F:1][C:2]1[CH:7]=[CH:6][C:5]([O:8][CH3:9])=[CH:4][C:3]=1[C:10]1[CH:15]=[CH:14][C:13]([C:16]([O:18][CH3:19])=[O:17])=[CH:12][C:11]=1[CH:20]1[CH:24](OS(C)(=O)=O)[CH2:23][CH2:22][CH:21]1[CH3:30].C1CCN2C(=NCCC2)CC1, predict the reaction product.